From a dataset of Experimentally validated miRNA-target interactions with 360,000+ pairs, plus equal number of negative samples. Binary Classification. Given a miRNA mature sequence and a target amino acid sequence, predict their likelihood of interaction. (1) The miRNA is hsa-miR-185-3p with sequence AGGGGCUGGCUUUCCUCUGGUC. The protein sequence of the target gene is MEVSGPEDDPFLSQLHQVQCPVCQQMMPAAHINSHLDRCLLLHPAGHAEPAAGSHRAGERAKGPSPPGAKRRRLSESSALKQPATPTAAESSEGEGEEGDDGGETESRESYDAPPTPSGARLIPDFPVARSSSPARKGMGKRPAAAAAAGSASPRSWDEAEAQEEEEAGVDGDGDADVDGEDDPGHWDADAADASFGVSAGRAHPRALAAEEIRQMLEGKPLADKMRPDTLQDYIGQSRAVGQETLLRSLLEANEIPSLILWGPPGCGKTTLAHIIANNSKKHSIRFVTLSATNAKTNDV.... Result: 0 (no interaction). (2) The miRNA is hsa-miR-4659a-5p with sequence CUGCCAUGUCUAAGAAGAAAAC. The protein sequence of the target gene is MSSTESPGRTSDKSPRQQVDRLLLGLRWQRLEEPLGFIKVLQWLFAIFAFGSCGSYSGETGALVLCNNEAKDVSSIIVLFGYPFRLYQVQYEMPLCDQDSTSKTMNLMGDFSAPAEFFVTLGIFSFFYTMAALVIYLRFHKLYTENKRFPLVDFCVTVSFTFFWLVAAAAWGKGLTDVKGATRPSSLTAAMSVCHGEEAVCSAGATPSMGLANLSVLFGFINFFLWAGNCWFVFKETPWHGQGQDQGQGPSQESAAEQGAVEKQ. Result: 0 (no interaction). (3) The miRNA is hsa-miR-1301-3p with sequence UUGCAGCUGCCUGGGAGUGACUUC. The protein sequence of the target gene is MATVTELKAVLKDTLEKRGVLGHLKARIRAEVFNALDDDREPRPSLSHENLLINELIREYLEFNKYKYTASVLIAESGQPVVPLDRQFLIRELNAFEESKDNSIPLLYGILAHFLRGPPDGAQNVLLTESTLHPATKHLSWKPSRRPDDDHVRKDTGPRTTTEELPAAAQAVSR. Result: 0 (no interaction). (4) The miRNA is hsa-miR-4650-3p with sequence AGGUAGAAUGAGGCCUGACAU. The protein sequence of the target gene is MIPEFLLASCTLATLCHSAPFSLQPEEQKVLVVSFDGFRWDYLYKVPTPHFHYIMKNGVHVNQVTNVFITKTYPNHYTLVTGLFAENHGIVANDMFDPILNKSFSLEHMDIYDSKFWEEATPIWITNQRAGHASGAAMWPGADVKIHDSFPTYYLPYNESVSFEDRVAKIIEWFTAKDPINLGFLYWEEPDDTGHDVGPDSPLMGSVISDVDHKLGYLIKMLKRAKLWNNVNLIVTSDHGMTQCSKQRVIELDRYLDKEHYTLIDHSPVAAILPKEGKFDEVYDALAGAHPNLTVYKKEE.... Result: 0 (no interaction). (5) The miRNA is mmu-miR-425-5p with sequence AAUGACACGAUCACUCCCGUUGA. The protein sequence of the target gene is MYAAGSRGHSPAFLQPQNGNGHRSPGYVPGKVVPLRPAPPPKNHASAKLTSRSQDAPATFAFSPEEQRTPSESRKRKRHKNTFICFAITSFSFFVALAVILGISSKYAPDENCPDQNPRLRNWDPGQDSAKHIVIKEGDLFRLTSDATVDSIVIQDGGLLVFGDDKDGSKNITLRTRYILIQDGGALHIGAEKCRYRSKATITLYGKSDERESMPIFGKKFIGVEAGGTLELHGAQRTSWTMLARTLHSSGLPFGSYAFEKDFSRGLNVRVIDQDTARVLENEKFDTHEYHNESRRLQEF.... Result: 1 (interaction). (6) The miRNA is hsa-miR-4795-5p with sequence AGAAGUGGCUAAUAAUAUUGA. The protein sequence of the target gene is MAPAPLGVPEEQLLGCRSRVLSRLLFIAQTALLLLPAAGAGLCPAPCSCRIPLLDCSRRKLPAPSWRALSGLLPPDTAILDFSHNRLSNWNISLESQTLQEVKMNYNELTEIPYFGEPTSNITLLSLVHNIIPEINAQALQFYPALESLDLSSNIISEIKTSSFPRMQLKYLNLSNNRITTLEAGCFDNLSSSLLVVKLNRNRMSMIPPKIFKLPHLQFLELKRNRIKIVEGLTFQGLDSLRSLKMQRNGISKLKDGAFFGLNNMEELELEHNNLTRVNKGWLYGLRMLQQLYVSQNAIE.... Result: 1 (interaction). (7) The miRNA is hsa-miR-548g-5p with sequence UGCAAAAGUAAUUGCAGUUUUUG. The protein sequence of the target gene is METMASPGKDNYRMKSYKNNALNPEEMRRRREEEGIQLRKQKREQQLFKRRNVELINEEAAMFDSLLMDSYVSSTTGESVITREMVEMLFSDDSDLQLATTQKFRKLLSKEPSPPIDEVINTPRVVDRFVEFLKRNENCTLQFEAAWALTNIASGTSQQTKIVIEAGAVPIFIELLNSDFEDVQEQAVWALGNIAGDSSVCRDYVLNCSILNPLLTLLTKSTRLTMTRNAVWALSNLCRGKNPPPEFAKVSPCLPVLSRLLFSSDSDLLADACWALSYLSDGPNEKIQAVIDSGVCRRLV.... Result: 1 (interaction).